Dataset: Forward reaction prediction with 1.9M reactions from USPTO patents (1976-2016). Task: Predict the product of the given reaction. Given the reactants [N+:1]([C:4]1[CH:16]=[C:15]([N+:17]([O-:19])=[O:18])[C:14]2[C:13]3[C:8](=[CH:9][CH:10]=[C:11]([N+:23]([O-:25])=[O:24])[C:12]=3[N+:20]([O-:22])=[O:21])[C:7](=[N:26][O:27][CH:28]([CH3:32])[C:29]([OH:31])=[O:30])[C:6]=2[CH:5]=1)([O-:3])=[O:2].[CH3:33][C@@:34]12[C@H:43]3[CH2:44][CH2:45][C@:46]4([CH3:52])[C:50](=[O:51])[CH2:49][CH2:48][C@H:47]4[C@@H:42]3[CH2:41][CH2:40][C@H:39]1[CH2:38][C@@H:37]([OH:53])[CH2:36][CH2:35]2.C1CCC(N=C=NC2CCCCC2)CC1.C1COCC1, predict the reaction product. The product is: [OH:53][C@H:37]1[CH2:36][CH2:35][C@@:34]2([CH3:33])[C@@H:39]([CH2:40][CH2:41][C@@H:42]3[C@@H:43]2[CH2:44][CH2:45][C@@:46]2([CH3:52])[C@H:47]3[CH2:48][CH2:49][C:50]2=[O:51])[CH2:38]1.[N+:1]([C:4]1[CH:16]=[C:15]([N+:17]([O-:19])=[O:18])[C:14]2[C:13]3[C:8](=[CH:9][CH:10]=[C:11]([N+:23]([O-:25])=[O:24])[C:12]=3[N+:20]([O-:22])=[O:21])[C:7](=[N:26][O:27][CH:28]([CH3:32])[C:29]([O-:31])=[O:30])[C:6]=2[CH:5]=1)([O-:3])=[O:2].